Regression. Given a peptide amino acid sequence and an MHC pseudo amino acid sequence, predict their binding affinity value. This is MHC class II binding data. From a dataset of Peptide-MHC class II binding affinity with 134,281 pairs from IEDB. (1) The peptide sequence is GKIVHISPLSGSAQH. The MHC is DRB1_0405 with pseudo-sequence DRB1_0405. The binding affinity (normalized) is 0.489. (2) The peptide sequence is TGLWPFIRINNLKVK. The MHC is DRB1_1501 with pseudo-sequence DRB1_1501. The binding affinity (normalized) is 0.878. (3) The peptide sequence is IHLVIHRIRTLIGQE. The MHC is DRB1_0301 with pseudo-sequence DRB1_0301. The binding affinity (normalized) is 0.650. (4) The peptide sequence is HGDGLGFLLDAAIRI. The binding affinity (normalized) is 0.902. The MHC is DRB1_1302 with pseudo-sequence DRB1_1302.